This data is from Full USPTO retrosynthesis dataset with 1.9M reactions from patents (1976-2016). The task is: Predict the reactants needed to synthesize the given product. (1) Given the product [Br:9][CH2:10][C:11]([C:2]1[CH:3]=[C:4]([CH3:7])[CH:5]=[CH:6][C:1]=1[CH3:8])=[O:12], predict the reactants needed to synthesize it. The reactants are: [C:1]1([CH3:8])[CH:6]=[CH:5][C:4]([CH3:7])=[CH:3][CH:2]=1.[Br:9][CH2:10][C:11](Cl)=[O:12].[Cl-].[Al+3].[Cl-].[Cl-].Cl. (2) Given the product [N:1]1[CH:9]=[C:8]2[C:4]([N:5]([CH2:10][C:11]3[CH:21]=[CH:20][C:14]4[N:15]=[C:16]([S:18]([CH3:19])=[O:30])[O:17][C:13]=4[CH:12]=3)[CH:6]=[N:7]2)=[N:3][CH:2]=1, predict the reactants needed to synthesize it. The reactants are: [N:1]1[CH:9]=[C:8]2[C:4]([N:5]([CH2:10][C:11]3[CH:21]=[CH:20][C:14]4[N:15]=[C:16]([S:18][CH3:19])[O:17][C:13]=4[CH:12]=3)[CH:6]=[N:7]2)=[N:3][CH:2]=1.C1C=C(Cl)C=C(C(OO)=[O:30])C=1. (3) Given the product [F:14][CH:15]([F:18])[CH2:16][N:17]1[CH2:2][CH2:3][N:4]2[N:5]=[C:6]([N+:11]([O-:13])=[O:12])[CH:7]=[C:8]2[CH2:9]1, predict the reactants needed to synthesize it. The reactants are: Br[CH2:2][CH2:3][N:4]1[C:8]([CH2:9]Br)=[CH:7][C:6]([N+:11]([O-:13])=[O:12])=[N:5]1.[F:14][CH:15]([F:18])[CH2:16][NH2:17].CS(C)=O. (4) The reactants are: [CH3:1][C:2]([O:5][C:6](=[O:14])[NH:7][CH:8]1[CH2:12][CH2:11][CH2:10][CH:9]1[NH2:13])([CH3:4])[CH3:3].Br[CH2:16][CH2:17][CH2:18][CH2:19]Br. Given the product [C:2]([O:5][C:6](=[O:14])[NH:7][C@@H:8]1[CH2:12][CH2:11][CH2:10][C@@H:9]1[N:13]1[CH2:19][CH2:18][CH2:17][CH2:16]1)([CH3:1])([CH3:3])[CH3:4], predict the reactants needed to synthesize it.